From a dataset of Forward reaction prediction with 1.9M reactions from USPTO patents (1976-2016). Predict the product of the given reaction. Given the reactants CC1(C)C(C)(C)OB([C:9]2[CH:14]=[CH:13][C:12]([CH2:15][CH2:16][CH2:17][C:18]([NH:20][C:21]3[CH:26]=[CH:25][CH:24]=[C:23]([C:27]([F:30])([F:29])[F:28])[CH:22]=3)=[O:19])=[CH:11][CH:10]=2)O1.[Cl:32][C:33]1[CH:38]=[CH:37][N:36]2[C:39](I)=[CH:40][N:41]=[C:35]2[CH:34]=1.C(=O)([O-])[O-].[K+].[K+], predict the reaction product. The product is: [Cl:32][C:33]1[CH:38]=[CH:37][N:36]2[C:39]([C:9]3[CH:10]=[CH:11][C:12]([CH2:15][CH2:16][CH2:17][C:18]([NH:20][C:21]4[CH:26]=[CH:25][CH:24]=[C:23]([C:27]([F:28])([F:29])[F:30])[CH:22]=4)=[O:19])=[CH:13][CH:14]=3)=[CH:40][N:41]=[C:35]2[CH:34]=1.